Regression. Given two drug SMILES strings and cell line genomic features, predict the synergy score measuring deviation from expected non-interaction effect. From a dataset of NCI-60 drug combinations with 297,098 pairs across 59 cell lines. (1) Drug 1: CC1=C2C(C(=O)C3(C(CC4C(C3C(C(C2(C)C)(CC1OC(=O)C(C(C5=CC=CC=C5)NC(=O)C6=CC=CC=C6)O)O)OC(=O)C7=CC=CC=C7)(CO4)OC(=O)C)O)C)OC(=O)C. Drug 2: C1CCC(C(C1)N)N.C(=O)(C(=O)[O-])[O-].[Pt+4]. Cell line: SF-268. Synergy scores: CSS=38.5, Synergy_ZIP=0.548, Synergy_Bliss=-0.457, Synergy_Loewe=-13.4, Synergy_HSA=1.66. (2) Drug 1: COC1=CC(=CC(=C1O)OC)C2C3C(COC3=O)C(C4=CC5=C(C=C24)OCO5)OC6C(C(C7C(O6)COC(O7)C8=CC=CS8)O)O. Drug 2: CC1C(C(CC(O1)OC2CC(CC3=C2C(=C4C(=C3O)C(=O)C5=C(C4=O)C(=CC=C5)OC)O)(C(=O)C)O)N)O.Cl. Cell line: OVCAR-5. Synergy scores: CSS=31.0, Synergy_ZIP=5.03, Synergy_Bliss=8.96, Synergy_Loewe=9.91, Synergy_HSA=9.93. (3) Drug 1: C1=CC(=CC=C1CC(C(=O)O)N)N(CCCl)CCCl.Cl. Drug 2: C1=CC=C(C=C1)NC(=O)CCCCCCC(=O)NO. Cell line: K-562. Synergy scores: CSS=32.6, Synergy_ZIP=-0.928, Synergy_Bliss=2.27, Synergy_Loewe=-8.16, Synergy_HSA=0.0217.